Dataset: Reaction yield outcomes from USPTO patents with 853,638 reactions. Task: Predict the reaction yield, written as a fraction of the theoretical maximum amount of product (1.0 means a 100% yield; for example, 0.34 means a 34% yield). (1) The reactants are [F:1][C:2]1[CH:7]=[CH:6][CH:5]=[C:4]([NH2:8])[C:3]=1[NH2:9].[Cl:10][C:11]1[CH:12]=[C:13]([CH:17]=[CH:18][N:19]=1)[C:14](O)=O.[OH-].[Na+]. The catalyst is O. The product is [Cl:10][C:11]1[CH:12]=[C:13]([C:14]2[NH:9][C:3]3[C:2]([F:1])=[CH:7][CH:6]=[CH:5][C:4]=3[N:8]=2)[CH:17]=[CH:18][N:19]=1. The yield is 0.610. (2) The reactants are [Cl:1][C:2]1[C:3]([O:12][C:13]2[CH:18]=[C:17]([OH:19])[CH:16]=[CH:15][C:14]=2/[CH:20]=[CH:21]/[C:22]([O:24][CH2:25][CH3:26])=[O:23])=[N:4][CH:5]=[C:6]([C:8]([F:11])([F:10])[F:9])[CH:7]=1.C(=O)([O-])[O-].[K+].[K+].[I-].[Na+].Br[CH2:36][CH2:37][CH2:38][O:39][CH3:40].Cl. The catalyst is CN(C)C=O. The product is [Cl:1][C:2]1[C:3]([O:12][C:13]2[CH:18]=[C:17]([O:19][CH2:36][CH2:37][CH2:38][O:39][CH3:40])[CH:16]=[CH:15][C:14]=2/[CH:20]=[CH:21]/[C:22]([O:24][CH2:25][CH3:26])=[O:23])=[N:4][CH:5]=[C:6]([C:8]([F:9])([F:11])[F:10])[CH:7]=1. The yield is 0.700. (3) The reactants are C(OC([N:8]1[CH2:11][CH2:10][C@@:9]1([C:13](=[O:30])[N:14]([CH2:22][C:23]1[CH:28]=[CH:27][CH:26]=[C:25]([Cl:29])[CH:24]=1)[CH2:15][CH2:16][CH2:17][C:18]([O:20][CH3:21])=[O:19])[CH3:12])=O)(C)(C)C.Cl. The catalyst is O1CCOCC1. The product is [ClH:29].[CH3:21][O:20][C:18](=[O:19])[CH2:17][CH2:16][CH2:15][N:14]([CH2:22][C:23]1[CH:28]=[CH:27][CH:26]=[C:25]([Cl:29])[CH:24]=1)[C:13]([C@@:9]1([CH3:12])[CH2:10][CH2:11][NH:8]1)=[O:30]. The yield is 0.810. (4) The yield is 0.690. The product is [F:25][C:26]1[C:31]([O:32][CH3:33])=[CH:30][CH:29]=[CH:28][C:27]=1[C:2]1[CH:7]=[CH:6][CH:5]=[C:4]([C:8]2([C:18]3[CH:23]=[CH:22][N:21]=[CH:20][C:19]=3[F:24])[C:16]3[C:11](=[CH:12][CH:13]=[CH:14][CH:15]=3)[C:10]([NH2:17])=[N:9]2)[CH:3]=1. No catalyst specified. The reactants are Br[C:2]1[CH:3]=[C:4]([C:8]2([C:18]3[CH:23]=[CH:22][N:21]=[CH:20][C:19]=3[F:24])[C:16]3[C:11](=[CH:12][CH:13]=[CH:14][CH:15]=3)[C:10]([NH2:17])=[N:9]2)[CH:5]=[CH:6][CH:7]=1.[F:25][C:26]1[C:31]([O:32][CH3:33])=[CH:30][CH:29]=[CH:28][C:27]=1B(O)O. (5) The reactants are CC1(C)C(C)(C)OB([C:9]2[CH:10]=[C:11]3[C:17]([C:18]4[N:19](S(C5C=CC(C)=CC=5)(=O)=O)[N:20]=[CH:21][CH:22]=4)=[CH:16][N:15](S(C4C=CC(C)=CC=4)(=O)=O)[C:12]3=[N:13][CH:14]=2)O1.Br[C:45]1[CH:46]=[N:47][CH:48]=[C:49]([CH:53]=1)[C:50]([NH2:52])=[O:51].ClCCl. The catalyst is C1C=CC(P(C2C=CC=CC=2)[C-]2C=CC=C2)=CC=1.C1C=CC(P(C2C=CC=CC=2)[C-]2C=CC=C2)=CC=1.Cl[Pd]Cl.[Fe+2].C(#N)C. The product is [N:20]1[NH:19][C:18]([C:17]2[C:11]3[C:12](=[N:13][CH:14]=[C:9]([C:45]4[CH:46]=[N:47][CH:48]=[C:49]([CH:53]=4)[C:50]([NH2:52])=[O:51])[CH:10]=3)[NH:15][CH:16]=2)=[CH:22][CH:21]=1. The yield is 0.0300. (6) The reactants are [Cl:1][C:2]1[CH:3]=[C:4]([CH:10]=[C:11]([Cl:15])[C:12]=1[O:13][CH3:14])[C:5](OCC)=[O:6].O.[NH2:17][NH2:18]. The catalyst is C(O)C. The product is [Cl:1][C:2]1[CH:3]=[C:4]([CH:10]=[C:11]([Cl:15])[C:12]=1[O:13][CH3:14])[C:5]([NH:17][NH2:18])=[O:6]. The yield is 0.420. (7) The reactants are [C:1]([C:4]1[CH:5]=[C:6]([CH:38]=[CH:39][CH:40]=1)[CH2:7][C:8]1[C:9](=[O:37])[N:10]([CH2:18][C:19]2[CH:24]=[CH:23][C:22]([C:25]3[CH:30]=[CH:29][CH:28]=[CH:27][C:26]=3[C:31]3[NH:35][C:34](=[O:36])[O:33][N:32]=3)=[CH:21][CH:20]=2)[C:11]([CH2:15][CH2:16][CH3:17])=[N:12][C:13]=1[CH3:14])(=[O:3])[CH3:2].[BH4-].[Na+]. The catalyst is O1CCCC1CO.C(OCC)(=O)C. The product is [OH:3][CH:1]([C:4]1[CH:5]=[C:6]([CH:38]=[CH:39][CH:40]=1)[CH2:7][C:8]1[C:9](=[O:37])[N:10]([CH2:18][C:19]2[CH:24]=[CH:23][C:22]([C:25]3[CH:30]=[CH:29][CH:28]=[CH:27][C:26]=3[C:31]3[NH:35][C:34](=[O:36])[O:33][N:32]=3)=[CH:21][CH:20]=2)[C:11]([CH2:15][CH2:16][CH3:17])=[N:12][C:13]=1[CH3:14])[CH3:2]. The yield is 0.690. (8) The reactants are [C:1]([O:5][C:6]([NH:8][C:9]1[CH:10]=[C:11]([C:24]2[N:29]([CH2:30][C:31]([O:33]C)=[O:32])[C:28](=[O:35])[C:27]([NH:36][CH:37]([CH3:39])[CH3:38])=[N:26][CH:25]=2)[CH:12]=[C:13]([NH:15][CH2:16][CH2:17][C:18]2[CH:23]=[CH:22][CH:21]=[CH:20][CH:19]=2)[CH:14]=1)=[O:7])([CH3:4])([CH3:3])[CH3:2].[OH-].[Na+]. The catalyst is C1COCC1.CO. The product is [C:1]([O:5][C:6]([NH:8][C:9]1[CH:10]=[C:11]([C:24]2[N:29]([CH2:30][C:31]([OH:33])=[O:32])[C:28](=[O:35])[C:27]([NH:36][CH:37]([CH3:39])[CH3:38])=[N:26][CH:25]=2)[CH:12]=[C:13]([NH:15][CH2:16][CH2:17][C:18]2[CH:23]=[CH:22][CH:21]=[CH:20][CH:19]=2)[CH:14]=1)=[O:7])([CH3:3])([CH3:4])[CH3:2]. The yield is 0.900. (9) The reactants are [NH2:1][C:2]1[CH:3]=[C:4]([CH:9]=[C:10]([C:12]2[S:13][C:14]3[CH:15]=[N:16][CH:17]=[CH:18][C:19]=3[N:20]=2)[CH:11]=1)[C:5]([O:7][CH3:8])=[O:6].[CH3:21][O:22][C:23]1[CH:24]=[C:25]([CH:29]=[C:30]([O:34][CH3:35])[C:31]=1[O:32][CH3:33])[C:26](Cl)=[O:27]. The catalyst is N1C=CC=CC=1. The product is [N:20]1[C:19]2[CH:18]=[CH:17][N:16]=[CH:15][C:14]=2[S:13][C:12]=1[C:10]1[CH:9]=[C:4]([CH:3]=[C:2]([NH:1][C:26](=[O:27])[C:25]2[CH:24]=[C:23]([O:22][CH3:21])[C:31]([O:32][CH3:33])=[C:30]([O:34][CH3:35])[CH:29]=2)[CH:11]=1)[C:5]([O:7][CH3:8])=[O:6]. The yield is 0.360.